The task is: Predict the reactants needed to synthesize the given product.. This data is from Full USPTO retrosynthesis dataset with 1.9M reactions from patents (1976-2016). (1) The reactants are: [CH2:1]([S:5]([O:8][CH2:9][CH2:10][N:11]([CH2:36][CH2:37][Br:38])[C:12]1[C:17]([C:18]([NH:20][CH2:21][CH2:22][O:23]C2CCCCO2)=[O:19])=[CH:16][C:15]([N+:30]([O-:32])=[O:31])=[CH:14][C:13]=1[N+:33]([O-:35])=[O:34])(=[O:7])=[O:6])[CH2:2][CH2:3][CH3:4].CS(O)(=O)=O. Given the product [CH2:1]([S:5]([O:8][CH2:9][CH2:10][N:11]([CH2:36][CH2:37][Br:38])[C:12]1[C:13]([N+:33]([O-:35])=[O:34])=[CH:14][C:15]([N+:30]([O-:32])=[O:31])=[CH:16][C:17]=1[C:18]([NH:20][CH2:21][CH2:22][OH:23])=[O:19])(=[O:7])=[O:6])[CH2:2][CH2:3][CH3:4], predict the reactants needed to synthesize it. (2) Given the product [O:1]1[CH:5]=[CH:4][CH:3]=[C:2]1[C:6]1[N:11]=[C:10]([NH:12][CH2:13][CH2:14][NH2:15])[CH:9]=[C:8]([N:23]2[CH:27]=[CH:26][CH:25]=[N:24]2)[N:7]=1, predict the reactants needed to synthesize it. The reactants are: [O:1]1[CH:5]=[CH:4][CH:3]=[C:2]1[C:6]1[N:11]=[C:10]([NH:12][CH2:13][CH2:14][NH:15]C(=O)OC(C)(C)C)[CH:9]=[C:8]([N:23]2[CH:27]=[CH:26][CH:25]=[N:24]2)[N:7]=1.FC(F)(F)C(O)=O. (3) Given the product [NH2:10][C:9]1[N:11]=[C:5]([C:4]2[C:3]([O:2][CH3:1])=[CH:15][C:14]([CH3:16])=[CH:13][C:12]=2[O:17][CH3:18])[NH:7][N:8]=1, predict the reactants needed to synthesize it. The reactants are: [CH3:1][O:2][C:3]1[CH:15]=[C:14]([CH3:16])[CH:13]=[C:12]([O:17][CH3:18])[C:4]=1[C:5]([NH:7][NH:8][C:9]([NH2:11])=[NH:10])=O. (4) Given the product [NH2:24][C:22]1[CH:21]=[CH:20][C:18]2[NH:19][C:15]([CH:11]3[CH2:12][CH2:13][CH2:14][CH:9]([NH:8][C:6](=[O:7])[C:5]4[CH:27]=[C:28]([O:30][CH3:31])[CH:29]=[C:3]([O:2][CH3:1])[CH:4]=4)[CH2:10]3)=[N:16][C:17]=2[CH:23]=1, predict the reactants needed to synthesize it. The reactants are: [CH3:1][O:2][C:3]1[CH:4]=[C:5]([CH:27]=[C:28]([O:30][CH3:31])[CH:29]=1)[C:6]([NH:8][CH:9]1[CH2:14][CH2:13][CH2:12][CH:11]([C:15]2[NH:19][C:18]3[CH:20]=[CH:21][C:22]([N+:24]([O-])=O)=[CH:23][C:17]=3[N:16]=2)[CH2:10]1)=[O:7].[H][H]. (5) Given the product [Cl:1][C:2]1[CH:10]=[C:9]([Cl:11])[CH:8]=[C:7]([O:12][CH3:13])[C:3]=1[CH2:4][NH2:5], predict the reactants needed to synthesize it. The reactants are: [Cl:1][C:2]1[CH:10]=[C:9]([Cl:11])[CH:8]=[C:7]([O:12][CH3:13])[C:3]=1[CH:4]=[N:5]O.